From a dataset of Full USPTO retrosynthesis dataset with 1.9M reactions from patents (1976-2016). Predict the reactants needed to synthesize the given product. (1) Given the product [F:17][CH:2]([F:1])[C:3]1[N:4]=[CH:5][N:6]([C:8]2[CH:14]=[CH:13][C:11]([N:12]=[C:18]=[S:19])=[CH:10][C:9]=2[O:15][CH3:16])[CH:7]=1, predict the reactants needed to synthesize it. The reactants are: [F:1][CH:2]([F:17])[C:3]1[N:4]=[CH:5][N:6]([C:8]2[CH:14]=[CH:13][C:11]([NH2:12])=[CH:10][C:9]=2[O:15][CH3:16])[CH:7]=1.[C:18](N1C=CC=CC1=O)(N1C=CC=CC1=O)=[S:19]. (2) Given the product [CH3:31][O:32][CH2:33][O:34][C:35]1[C:39](/[CH:40]=[CH:9]/[C:10]2[N:11]=[C:12]([N:16]3[CH2:21][CH2:20][N:19]([C:22]([O:24][C:25]([CH3:28])([CH3:27])[CH3:26])=[O:23])[CH2:18][CH2:17]3)[S:13][C:14]=2[CH3:15])=[CH:38][N:37]([C:42]2[CH:47]=[CH:46][CH:45]=[CH:44][CH:43]=2)[N:36]=1, predict the reactants needed to synthesize it. The reactants are: C(OP([CH2:9][C:10]1[N:11]=[C:12]([N:16]2[CH2:21][CH2:20][N:19]([C:22]([O:24][C:25]([CH3:28])([CH3:27])[CH3:26])=[O:23])[CH2:18][CH2:17]2)[S:13][C:14]=1[CH3:15])(OCC)=O)C.[H-].[Na+].[CH3:31][O:32][CH2:33][O:34][C:35]1[C:39]([CH:40]=O)=[CH:38][N:37]([C:42]2[CH:47]=[CH:46][CH:45]=[CH:44][CH:43]=2)[N:36]=1.O.